This data is from hERG potassium channel inhibition data for cardiac toxicity prediction from Karim et al.. The task is: Regression/Classification. Given a drug SMILES string, predict its toxicity properties. Task type varies by dataset: regression for continuous values (e.g., LD50, hERG inhibition percentage) or binary classification for toxic/non-toxic outcomes (e.g., AMES mutagenicity, cardiotoxicity, hepatotoxicity). Dataset: herg_karim. (1) The drug is COc1ccc(Cl)c(-c2ccc(NC(=O)c3ccnn3C)nc2N)c1. The result is 0 (non-blocker). (2) The molecule is Cc1cncc(-c2ccc3c(c2)C2(COC(N)=N2)C2(COC2)C2(CCC2)O3)c1. The result is 0 (non-blocker). (3) The drug is Clc1ccc(C2(c3ccc(-c4cn[nH]c4)cc3)CCNCC2)cc1. The result is 1 (blocker). (4) The molecule is Cc1cc(C(NC(=O)[C@@H]2CC[C@@H](N3CCOCC3)C[C@H]2c2ccc(Br)cc2)c2ccc(Cl)cc2)ccn1. The result is 1 (blocker). (5) The molecule is COc1ccc2ncc(=O)n(C[C@H](N)C3CCC(NCc4ncc5c(n4)NC(=O)CO5)CC3)c2c1. The result is 0 (non-blocker). (6) The compound is CC(N)C1CCC(C(=O)Nc2ccncc2)CC1. The result is 0 (non-blocker). (7) The compound is Cc1ccc(-c2nc(NC(=O)CC3CCN(C)CC3)cc(-n3nccc3C)n2)o1. The result is 1 (blocker).